From a dataset of Reaction yield outcomes from USPTO patents with 853,638 reactions. Predict the reaction yield, written as a fraction of the theoretical maximum amount of product (1.0 means a 100% yield; for example, 0.34 means a 34% yield). (1) The reactants are [Cl:1][C:2]1[CH:22]=[C:21]([Cl:23])[CH:20]=[CH:19][C:3]=1[CH2:4][N:5]1[C:9]([CH2:10][CH2:11][C:12]([OH:14])=O)=[CH:8][C:7]([O:15][CH:16]([CH3:18])[CH3:17])=[N:6]1.[C:24]1([CH2:30][S:31]([NH2:34])(=[O:33])=[O:32])[CH:29]=[CH:28][CH:27]=[CH:26][CH:25]=1.N12CCCN=C1CCCCC2. The catalyst is O1CCCC1. The product is [CH2:30]([S:31]([NH:34][C:12](=[O:14])[CH2:11][CH2:10][C:9]1[N:5]([CH2:4][C:3]2[CH:19]=[CH:20][C:21]([Cl:23])=[CH:22][C:2]=2[Cl:1])[N:6]=[C:7]([O:15][CH:16]([CH3:18])[CH3:17])[CH:8]=1)(=[O:33])=[O:32])[C:24]1[CH:29]=[CH:28][CH:27]=[CH:26][CH:25]=1. The yield is 0.870. (2) The product is [CH:6]([OH:7])=[O:5].[N:41]1[CH:42]=[CH:43][C:38]([C:16]2[CH:15]=[CH:14][C:13]3[NH:12][C:11]4[CH2:10][CH2:9][NH:8][CH2:21][CH2:20][C:19]=4[C:18]=3[CH:17]=2)=[CH:39][CH:40]=1. The yield is 0.0700. The reactants are C([O:5][C:6]([N:8]1[CH2:21][CH2:20][C:19]2[C:18]3[CH:17]=[C:16](B4OC(C)(C)C(C)(C)O4)[CH:15]=[CH:14][C:13]=3[NH:12][C:11]=2[CH2:10][CH2:9]1)=[O:7])(C)(C)C.C(=O)([O-])[O-].[Cs+].[Cs+].Br[C:38]1[CH:43]=[CH:42][N:41]=[CH:40][CH:39]=1. The catalyst is C1(P([C-]2C=CC=C2)C2C=CC=CC=2)C=CC=CC=1.[CH-]1C=CC=C1.[Fe+2].CO.O1CCOCC1. (3) No catalyst specified. The product is [NH2:38][C:32]1[C:31]2[C:35](=[CH:36][CH:37]=[C:29]([C:2]3[CH:3]=[CH:4][N:5]4[C:10]([C:11]=3[CH3:12])=[C:9]([CH:13]3[CH2:15][CH2:14]3)[CH:8]=[C:7]([C:16]([O:18][CH3:19])=[O:17])[C:6]4=[O:20])[CH:30]=2)[NH:34][N:33]=1. The reactants are Cl[C:2]1[CH:3]=[CH:4][N:5]2[C:10]([C:11]=1[CH3:12])=[C:9]([CH:13]1[CH2:15][CH2:14]1)[CH:8]=[C:7]([C:16]([O:18][CH3:19])=[O:17])[C:6]2=[O:20].CC1(C)C(C)(C)OB([C:29]2[CH:30]=[C:31]3[C:35](=[CH:36][CH:37]=2)[NH:34][N:33]=[C:32]3[NH2:38])O1. The yield is 0.420. (4) The reactants are [CH3:1][O:2][C:3](=[O:13])[C:4]1[C:9]([CH3:10])=[CH:8][C:7]([F:11])=[CH:6][C:5]=1Br.C(=O)([O-])[O-].[Na+].[Na+].[CH3:20][N:21]1CCCC1=O. The catalyst is ClCCl.[C-]#N.[C-]#N.[C-]#N.[C-]#N.[C-]#N.[C-]#N.[K+].[K+].[K+].[K+].[Fe+6].C([O-])(=O)C.[Pd+2].C([O-])(=O)C. The product is [CH3:1][O:2][C:3](=[O:13])[C:4]1[C:9]([CH3:10])=[CH:8][C:7]([F:11])=[CH:6][C:5]=1[C:20]#[N:21]. The yield is 0.350. (5) The reactants are [CH2:1]([O:3][C:4]1[CH:9]=[CH:8][C:7]([S:10]([N:13]2[CH2:18][CH2:17][N:16]([CH2:19][CH2:20][OH:21])[CH2:15][CH2:14]2)(=[O:12])=[O:11])=[CH:6][C:5]=1[C:22]1[NH:27][C:26](=[O:28])[C:25]2=[C:29]([CH3:35])[N:30]=[C:31]([CH2:32][CH2:33][CH3:34])[N:24]2[N:23]=1)[CH3:2].[ClH:36]. The catalyst is CCOCC. The product is [ClH:36].[CH2:1]([O:3][C:4]1[CH:9]=[CH:8][C:7]([S:10]([N:13]2[CH2:18][CH2:17][N:16]([CH2:19][CH2:20][OH:21])[CH2:15][CH2:14]2)(=[O:12])=[O:11])=[CH:6][C:5]=1[C:22]1[NH:27][C:26](=[O:28])[C:25]2=[C:29]([CH3:35])[N:30]=[C:31]([CH2:32][CH2:33][CH3:34])[N:24]2[N:23]=1)[CH3:2]. The yield is 1.00.